Predict the reaction yield, written as a fraction of the theoretical maximum amount of product (1.0 means a 100% yield; for example, 0.34 means a 34% yield). From a dataset of Reaction yield outcomes from USPTO patents with 853,638 reactions. The reactants are [NH2:1][CH2:2][C:3]1[CH:4]=[CH:5][C:6]([CH2:11][N:12]([CH2:21][C:22]2[C:27]([CH3:28])=[CH:26][CH:25]=[CH:24][N:23]=2)[C@H:13]([C:15]2[CH:20]=[CH:19][CH:18]=[CH:17][N:16]=2)[CH3:14])=[C:7]([CH2:9][OH:10])[CH:8]=1.[CH3:29][C:30](OC(C)=O)=[O:31].CCN(CC)CC.C([O-])(O)=O.[Na+]. The catalyst is C(Cl)Cl. The product is [OH:10][CH2:9][C:7]1[CH:8]=[C:3]([CH:4]=[CH:5][C:6]=1[CH2:11][N:12]([CH2:21][C:22]1[C:27]([CH3:28])=[CH:26][CH:25]=[CH:24][N:23]=1)[CH:13]([C:15]1[CH:20]=[CH:19][CH:18]=[CH:17][N:16]=1)[CH3:14])[CH2:2][NH:1][C:30](=[O:31])[CH3:29]. The yield is 0.640.